Dataset: Retrosynthesis with 50K atom-mapped reactions and 10 reaction types from USPTO. Task: Predict the reactants needed to synthesize the given product. (1) Given the product CCCCC(CCSc1nc(CC(=O)OCC)cs1)c1sc2cc(C(F)(F)F)ccc2c1C, predict the reactants needed to synthesize it. The reactants are: CCCCC(CCBr)c1sc2cc(C(F)(F)F)ccc2c1C.CCOC(=O)Cc1csc(S)n1. (2) Given the product CC(C)(C)OC(=O)[C@H](CCC(=O)O)NC(=O)c1cccn(C(c2ccccc2)c2ccccc2)c1=O, predict the reactants needed to synthesize it. The reactants are: COC(=O)CC[C@H](NC(=O)c1cccn(C(c2ccccc2)c2ccccc2)c1=O)C(=O)OC(C)(C)C. (3) Given the product CCOC(=O)C(CC(C)C)c1nc(-c2ccccc2)cs1, predict the reactants needed to synthesize it. The reactants are: CCOC(=O)C(CC(C)C)C(N)=S.O=C(CBr)c1ccccc1. (4) Given the product CCCCCC1(/C=C/c2ccc(C(=O)OCC)cc2)CC2=C(C1)C(C)(C)CCC2(C)C, predict the reactants needed to synthesize it. The reactants are: CCCCCC1(C=O)CC2=C(C1)C(C)(C)CCC2(C)C.CCOC(=O)c1ccc(CP(=O)(OCC)OCC)cc1. (5) Given the product CC1(C)CC(OCCOc2ccc(-c3nc4ccccc4o3)cc2)CC(C)(C)N1, predict the reactants needed to synthesize it. The reactants are: CC1(C)CC(OCCBr)CC(C)(C)N1.Oc1ccc(-c2nc3ccccc3o2)cc1. (6) Given the product NC(=O)c1cccc2nc(-c3ccc(C4CCCCN4)cc3)oc12, predict the reactants needed to synthesize it. The reactants are: NC(=O)c1cccc2nc(-c3ccc(-c4ccccn4)cc3)oc12.